From a dataset of Full USPTO retrosynthesis dataset with 1.9M reactions from patents (1976-2016). Predict the reactants needed to synthesize the given product. Given the product [OH:17][C:4]1[C:3]([NH:2]/[N:18]=[C:24]2/[C:23]([CH3:22])=[N:27][N:26]([C:28]3[CH:37]=[CH:36][C:35]4[CH2:34][CH2:33][CH2:32][CH2:31][C:30]=4[CH:29]=3)[C:25]/2=[O:38])=[CH:8][CH:7]=[CH:6][C:5]=1[C:9]1[CH:10]=[C:11]([C:14]([OH:16])=[O:15])[O:12][CH:13]=1, predict the reactants needed to synthesize it. The reactants are: Br.[NH2:2][C:3]1[C:4]([OH:17])=[C:5]([C:9]2[CH:10]=[C:11]([C:14]([OH:16])=[O:15])[O:12][CH:13]=2)[CH:6]=[CH:7][CH:8]=1.[N:18]([O-])=O.[Na+].[CH3:22][C:23]1[CH2:24][C:25](=[O:38])[N:26]([C:28]2[CH:37]=[CH:36][C:35]3[CH2:34][CH2:33][CH2:32][CH2:31][C:30]=3[CH:29]=2)[N:27]=1.C(=O)(O)[O-].[Na+].